This data is from Full USPTO retrosynthesis dataset with 1.9M reactions from patents (1976-2016). The task is: Predict the reactants needed to synthesize the given product. (1) Given the product [CH3:19][S:20]([O:11][CH2:10][CH2:9][C:8]#[C:7][C:2]1[CH:3]=[CH:4][CH:5]=[CH:6][N:1]=1)(=[O:22])=[O:21], predict the reactants needed to synthesize it. The reactants are: [N:1]1[CH:6]=[CH:5][CH:4]=[CH:3][C:2]=1[C:7]#[C:8][CH2:9][CH2:10][OH:11].C(N(CC)CC)C.[CH3:19][S:20](Cl)(=[O:22])=[O:21].C(=O)(O)[O-].[Na+]. (2) Given the product [Br:1][C:2]1[CH:7]=[CH:6][C:5]([S:8]([CH3:11])(=[O:10])=[O:9])=[CH:4][C:3]=1[O:14][CH3:13], predict the reactants needed to synthesize it. The reactants are: [Br:1][C:2]1[CH:7]=[CH:6][C:5]([S:8]([CH3:11])(=[O:10])=[O:9])=[CH:4][C:3]=1F.[CH3:13][O-:14].[Na+]. (3) Given the product [S:33]1[CH2:34][CH2:35][N:30]([C:28]([C:26]2[N:27]=[C:23]([N:21]3[CH2:22][CH:19]([OH:18])[CH2:20]3)[S:24][CH:25]=2)=[O:29])[CH2:31][CH2:32]1, predict the reactants needed to synthesize it. The reactants are: [Si]([O:18][CH:19]1[CH2:22][N:21]([C:23]2[S:24][CH:25]=[C:26]([C:28]([N:30]3[CH2:35][CH2:34][S:33][CH2:32][CH2:31]3)=[O:29])[N:27]=2)[CH2:20]1)(C(C)(C)C)(C1C=CC=CC=1)C1C=CC=CC=1.[F-].C([N+](CCCC)(CCCC)CCCC)CCC. (4) Given the product [CH2:1]([O:4][C:5]([O:7][C@H:8]1[C@H:21]([O:22][P:43]2(=[O:64])[O:44][CH2:45][C:46]3[CH:53]=[CH:52][CH:51]=[CH:50][C:47]=3[CH2:48][O:49]2)[C@@H:20]([CH2:23][O:24][CH2:25][C:26]2[CH:31]=[CH:30][CH:29]=[CH:28][CH:27]=2)[O:19][C@@H:10]([O:11][Si:12]([C:15]([CH3:18])([CH3:17])[CH3:16])([CH3:13])[CH3:14])[C@@H:9]1[N:32]=[N+:33]=[N-:34])=[O:6])[CH:2]=[CH2:3], predict the reactants needed to synthesize it. The reactants are: [CH2:1]([O:4][C:5]([O:7][C@H:8]1[C@H:21]([OH:22])[C@@H:20]([CH2:23][O:24][CH2:25][C:26]2[CH:31]=[CH:30][CH:29]=[CH:28][CH:27]=2)[O:19][C@@H:10]([O:11][Si:12]([C:15]([CH3:18])([CH3:17])[CH3:16])([CH3:14])[CH3:13])[C@@H:9]1[N:32]=[N+:33]=[N-:34])=[O:6])[CH:2]=[CH2:3].N1C=NN=N1.C(N(CC)[P:43]1[O:49][CH2:48][C:47]2[CH:50]=[CH:51][CH:52]=[CH:53][C:46]=2[CH2:45][O:44]1)C.C1C=C(Cl)C=C(C(OO)=[O:64])C=1. (5) Given the product [C:40]([CH2:39][N:20]1[CH2:21][CH2:22][CH:17]([O:16][C:13]2[CH:14]=[C:15]3[C:10](=[CH:11][C:12]=2[O:23][CH3:24])[N:9]=[CH:8][N:7]=[C:6]3[NH:5][C:4]2[CH:25]=[CH:26][CH:27]=[C:2]([Cl:1])[C:3]=2[F:28])[CH2:18][CH2:19]1)(=[O:41])[NH2:42], predict the reactants needed to synthesize it. The reactants are: [Cl:1][C:2]1[C:3]([F:28])=[C:4]([CH:25]=[CH:26][CH:27]=1)[NH:5][C:6]1[C:15]2[C:10](=[CH:11][C:12]([O:23][CH3:24])=[C:13]([O:16][CH:17]3[CH2:22][CH2:21][NH:20][CH2:19][CH2:18]3)[CH:14]=2)[N:9]=[CH:8][N:7]=1.C(N(C(C)C)CC)(C)C.Br[CH2:39][C:40]([NH2:42])=[O:41]. (6) Given the product [C:14]([C:2]1[CH:7]=[CH:6][C:5]([CH2:8][CH2:9][CH2:10][C:11]([OH:13])=[O:12])=[CH:4][CH:3]=1)#[N:15], predict the reactants needed to synthesize it. The reactants are: I[C:2]1[CH:7]=[CH:6][C:5]([CH2:8][CH2:9][CH2:10][C:11]([OH:13])=[O:12])=[CH:4][CH:3]=1.[C:14]([Zn]C#N)#[N:15].